From a dataset of Catalyst prediction with 721,799 reactions and 888 catalyst types from USPTO. Predict which catalyst facilitates the given reaction. (1) Reactant: [C:1]1([C:7]2[N:8]=[N:9][N:10]([CH:12]3[CH2:16][NH:15][CH:14]([C:17]([N:19]4[CH2:24][CH2:23][N:22]([C:25]5[CH:32]=[CH:31][CH:30]=[CH:29][C:26]=5[C:27]#[N:28])[CH2:21][CH2:20]4)=[O:18])[CH2:13]3)[N:11]=2)[CH:6]=[CH:5][CH:4]=[CH:3][CH:2]=1.[CH:33](=O)[C:34]1[CH:39]=[CH:38][CH:37]=[CH:36][CH:35]=1.C(O)(=O)C.[BH-](OC(C)=O)(OC(C)=O)OC(C)=O.[Na+]. Product: [CH2:33]([N:15]1[CH2:16][CH:12]([N:10]2[N:9]=[N:8][C:7]([C:1]3[CH:2]=[CH:3][CH:4]=[CH:5][CH:6]=3)=[N:11]2)[CH2:13][CH:14]1[C:17]([N:19]1[CH2:24][CH2:23][N:22]([C:25]2[CH:32]=[CH:31][CH:30]=[CH:29][C:26]=2[C:27]#[N:28])[CH2:21][CH2:20]1)=[O:18])[C:34]1[CH:39]=[CH:38][CH:37]=[CH:36][CH:35]=1. The catalyst class is: 2. (2) Reactant: [CH:1]1([NH:6][C:7]2[N:12]3[N:13]=[C:14]([C:28]4[CH:33]=[CH:32][C:31]([OH:34])=[CH:30][CH:29]=4)[C:15]([C:16]4[CH:21]=[CH:20][N:19]=[C:18]([NH:22][CH:23]5[CH2:27][CH2:26][CH2:25][CH2:24]5)[N:17]=4)=[C:11]3[CH:10]=[CH:9][CH:8]=2)[CH2:5][CH2:4][CH2:3][CH2:2]1.[CH2:35](Br)[CH:36]=[CH2:37].C(=O)([O-])[O-].[K+].[K+].O. Product: [CH2:37]([O:34][C:31]1[CH:30]=[CH:29][C:28]([C:14]2[C:15]([C:16]3[CH:21]=[CH:20][N:19]=[C:18]([NH:22][CH:23]4[CH2:24][CH2:25][CH2:26][CH2:27]4)[N:17]=3)=[C:11]3[CH:10]=[CH:9][CH:8]=[C:7]([NH:6][CH:1]4[CH2:2][CH2:3][CH2:4][CH2:5]4)[N:12]3[N:13]=2)=[CH:33][CH:32]=1)[CH:36]=[CH2:35]. The catalyst class is: 9.